This data is from Forward reaction prediction with 1.9M reactions from USPTO patents (1976-2016). The task is: Predict the product of the given reaction. (1) Given the reactants [CH2:1](Br)[C:2]#[CH:3].[NH:5]1[CH2:10][CH2:9][NH:8][CH2:7][CH2:6]1, predict the reaction product. The product is: [CH2:1]([N:5]1[CH2:10][CH2:9][NH:8][CH2:7][CH2:6]1)[C:2]#[CH:3]. (2) Given the reactants [NH2:1][CH2:2][C:3]1[C:4]([F:39])=[CH:5][C:6]([Cl:38])=[C:7]([NH:9][C:10]2[N:14]([CH3:15])[C:13]3[CH:16]=[C:17]([O:33][CH2:34][CH:35]([F:37])[F:36])[C:18]([C:20]([NH:22][C@H:23]4[CH2:28][CH2:27][C@H:26]([C:29]([F:32])([F:31])[F:30])[CH2:25][CH2:24]4)=[O:21])=[CH:19][C:12]=3[N:11]=2)[CH:8]=1.[F:40][C:41]([F:49])([F:48])[C:42]1([C:45](O)=[O:46])[CH2:44][CH2:43]1.CN(C(ON1N=NC2C=CC=CC1=2)=[N+](C)C)C.F[P-](F)(F)(F)(F)F, predict the reaction product. The product is: [Cl:38][C:6]1[CH:5]=[C:4]([F:39])[C:3]([CH2:2][NH:1][C:45]([C:42]2([C:41]([F:49])([F:48])[F:40])[CH2:44][CH2:43]2)=[O:46])=[CH:8][C:7]=1[NH:9][C:10]1[N:14]([CH3:15])[C:13]2[CH:16]=[C:17]([O:33][CH2:34][CH:35]([F:36])[F:37])[C:18]([C:20]([NH:22][C@H:23]3[CH2:28][CH2:27][C@H:26]([C:29]([F:31])([F:32])[F:30])[CH2:25][CH2:24]3)=[O:21])=[CH:19][C:12]=2[N:11]=1.